Dataset: Catalyst prediction with 721,799 reactions and 888 catalyst types from USPTO. Task: Predict which catalyst facilitates the given reaction. (1) Reactant: [CH3:1][S:2]([C:5]1[CH:10]=[CH:9][C:8](O)=[CH:7][CH:6]=1)(=[O:4])=[O:3].C[CH2:13][OH:14].[ClH:15]. Product: [Cl:15][C:6]1[CH:7]=[CH:8][C:9]([O:14][CH3:13])=[CH:10][C:5]=1[S:2]([CH3:1])(=[O:4])=[O:3].[Cl:15][C:6]1[C:7]([O:14][CH3:13])=[CH:8][CH:9]=[CH:10][C:5]=1[S:2]([CH3:1])(=[O:4])=[O:3]. The catalyst class is: 6. (2) Reactant: CS(Cl)(=O)=O.[Cl:6][C:7]1[CH:11]=[C:10]([C:12]([NH:14][C:15]2N=C(C(NC)=O)C=C(C)N=2)=[O:13])[N:9]([C:26]2[C:31]([Cl:32])=[CH:30][CH:29]=[CH:28][N:27]=2)[N:8]=1.C(N(CC)CC)C.[Na+].N[C:42]1[C:43]([C:49]([O-])=[O:50])=[N:44][CH:45]=[N:46][C:47]=1C. Product: [Cl:6][C:7]1[CH:11]=[C:10]([C:12]2[O:13][C:49](=[O:50])[C:43]3[N:44]=[CH:45][N:46]=[C:47]([CH3:42])[C:15]=3[N:14]=2)[N:9]([C:26]2[C:31]([Cl:32])=[CH:30][CH:29]=[CH:28][N:27]=2)[N:8]=1. The catalyst class is: 47. (3) Reactant: [NH2:1][C:2]1[C:3]([NH:13][CH2:14][CH2:15][CH2:16][OH:17])=[C:4]([CH:9]=[CH:10][C:11]=1[Cl:12])[C:5]([O:7][CH3:8])=[O:6].[N:18]([C:21]1[C:26]([CH3:27])=[N:25][C:24]([CH3:28])=[CH:23][N:22]=1)=[C:19]=[S:20]. Product: [Cl:12][C:11]1[CH:10]=[CH:9][C:4]([C:5]([O:7][CH3:8])=[O:6])=[C:3]([NH:13][CH2:14][CH2:15][CH2:16][OH:17])[C:2]=1[NH:1][C:19](=[S:20])[NH:18][C:21]1[C:26]([CH3:27])=[N:25][C:24]([CH3:28])=[CH:23][N:22]=1. The catalyst class is: 7. (4) Product: [N+:1]([C:11]1[CH:10]=[C:9]([CH:7]2[CH2:8][O:5][CH2:6]2)[CH:14]=[CH:13][C:12]=1[NH:15][C:16](=[O:18])[CH3:17])([O-:4])=[O:2]. Reactant: [N+:1]([O-:4])(O)=[O:2].[O:5]1[CH2:8][CH:7]([C:9]2[CH:14]=[CH:13][C:12]([NH:15][C:16](=[O:18])[CH3:17])=[CH:11][CH:10]=2)[CH2:6]1.[N+]([O-])(O)=O.C(Cl)Cl.[NH4+].[OH-]. The catalyst class is: 2. (5) The catalyst class is: 41. Product: [CH:6]([O:17][C:16]([C:9]1[C:10]2[C:15](=[CH:14][CH:13]=[CH:12][CH:11]=2)[C:6]([C:19]([O:21][CH:9]([CH3:10])[CH3:8])=[O:20])=[CH:7][CH:8]=1)=[O:18])([CH3:15])[CH3:7]. Reactant: S(=O)(=O)(O)O.[C:6]1([C:19]([OH:21])=[O:20])[C:15]2[C:10](=[CH:11][CH:12]=[CH:13][CH:14]=2)[C:9]([C:16]([OH:18])=[O:17])=[CH:8][CH:7]=1.C(=O)([O-])[O-].[Na+].[Na+]. (6) Reactant: C(N(CC)CC)C.[NH2:8][C@@H:9]1[CH2:15][CH2:14][C@@H:13]([C:16]2[CH:21]=[CH:20][CH:19]=[C:18]([F:22])[C:17]=2[F:23])[CH2:12][N:11]([CH2:24][CH2:25][O:26][CH3:27])[C:10]1=[O:28].Cl[C:30](OC1C=CC([N+]([O-])=O)=CC=1)=[O:31].[C:42]1([CH:48]2[CH2:52][N:51]([CH:53]3[CH2:58][CH2:57][NH:56][CH2:55][CH2:54]3)[C:50](=[O:59])[NH:49]2)[CH:47]=[CH:46][CH:45]=[CH:44][CH:43]=1. Product: [F:23][C:17]1[C:18]([F:22])=[CH:19][CH:20]=[CH:21][C:16]=1[C@H:13]1[CH2:12][N:11]([CH2:24][CH2:25][O:26][CH3:27])[C:10](=[O:28])[C@H:9]([NH:8][C:30]([N:56]2[CH2:55][CH2:54][CH:53]([N:51]3[CH2:52][CH:48]([C:42]4[CH:43]=[CH:44][CH:45]=[CH:46][CH:47]=4)[NH:49][C:50]3=[O:59])[CH2:58][CH2:57]2)=[O:31])[CH2:15][CH2:14]1. The catalyst class is: 7. (7) Reactant: [F:1][C:2]1[CH:7]=[CH:6][C:5](B2OC(C)(C)C(C)(C)O2)=[CH:4][C:3]=1[C:17]1[CH:18]=[N:19][CH:20]=[CH:21][CH:22]=1.Br[C:24]1[N:28]2[N:29]=[CH:30][C:31]([C:33]([F:36])([F:35])[F:34])=[N:32][C:27]2=[N:26][CH:25]=1.C([O-])([O-])=O.[Na+].[Na+]. Product: [F:1][C:2]1[CH:7]=[CH:6][C:5]([C:24]2[N:28]3[N:29]=[CH:30][C:31]([C:33]([F:34])([F:35])[F:36])=[N:32][C:27]3=[N:26][CH:25]=2)=[CH:4][C:3]=1[C:17]1[CH:18]=[N:19][CH:20]=[CH:21][CH:22]=1. The catalyst class is: 104. (8) Reactant: C([O:14][C:15]1[C:16]2[C:36](=[O:37])[N:35]([CH2:38][C:39]3[CH:44]=[CH:43][C:42]([F:45])=[CH:41][CH:40]=3)[CH2:34][C:17]=2[C:18]([C:25]2[CH:30]=[CH:29][C:28]([O:31][CH2:32][CH3:33])=[CH:27][CH:26]=2)=[C:19]2[C:24]=1[N:23]=[CH:22][CH:21]=[CH:20]2)(C1C=CC=CC=1)C1C=CC=CC=1.[F:46][C:47]([F:52])([F:51])[C:48]([OH:50])=[O:49].C([SiH](CC)CC)C. Product: [CH2:32]([O:31][C:28]1[CH:27]=[CH:26][C:25]([C:18]2[C:17]3[CH2:34][N:35]([CH2:38][C:39]4[CH:40]=[CH:41][C:42]([F:45])=[CH:43][CH:44]=4)[C:36](=[O:37])[C:16]=3[C:15]([OH:14])=[C:24]3[C:19]=2[CH:20]=[CH:21][CH:22]=[N:23]3)=[CH:30][CH:29]=1)[CH3:33].[C:48]([OH:50])([C:47]([F:52])([F:51])[F:46])=[O:49]. The catalyst class is: 4. (9) Product: [NH2:8][C:9]1([C:23]2[CH:28]=[CH:27][CH:26]=[CH:25][CH:24]=2)[CH2:14][CH2:13][N:12]([C:15]2[CH:20]=[CH:19][C:18]([C:21]#[N:22])=[CH:17][N:16]=2)[CH2:11][CH2:10]1. Reactant: C(OC([NH:8][C:9]1([C:23]2[CH:28]=[CH:27][CH:26]=[CH:25][CH:24]=2)[CH2:14][CH2:13][N:12]([C:15]2[CH:20]=[CH:19][C:18]([C:21]#[N:22])=[CH:17][N:16]=2)[CH2:11][CH2:10]1)=O)(C)(C)C.ClC1C=CC(C#N)=CN=1.Cl. The catalyst class is: 12. (10) Reactant: C(O[C@H:5]1[C@H:10]([NH:11][C:12]([NH:14][C:15]([O:17][CH2:18][CH:19]2[C:31]3[CH:30]=[CH:29][CH:28]=[CH:27][C:26]=3[C:25]3[C:20]2=[CH:21][CH:22]=[CH:23][CH:24]=3)=[O:16])=[S:13])[C@@H:9]([O:32][C:33](=[O:35])[CH3:34])[C@H:8]([O:36][C:37](=[O:39])[CH3:38])[C@@H:7]([CH2:40][O:41][C:42](=[O:44])[CH3:43])[O:6]1)(=O)C.Cl[Sn](Cl)(Cl)Cl.C([O-])(O)=O.[Na+]. Product: [C:37]([O:36][C@@H:8]1[C@@H:7]([CH2:40][O:41][C:42](=[O:44])[CH3:43])[O:6][C@H:5]2[C@H:10]([N:11]=[C:12]([NH:14][C:15]([O:17][CH2:18][CH:19]3[C:31]4[CH:30]=[CH:29][CH:28]=[CH:27][C:26]=4[C:25]4[C:20]3=[CH:21][CH:22]=[CH:23][CH:24]=4)=[O:16])[S:13]2)[C@H:9]1[O:32][C:33](=[O:35])[CH3:34])(=[O:39])[CH3:38]. The catalyst class is: 2.